Dataset: Reaction yield outcomes from USPTO patents with 853,638 reactions. Task: Predict the reaction yield, written as a fraction of the theoretical maximum amount of product (1.0 means a 100% yield; for example, 0.34 means a 34% yield). (1) The reactants are [I:1][C:2]1[CH:3]=[C:4]([OH:12])[C:5](=[CH:10][CH:11]=1)[C:6]([O:8][CH3:9])=[O:7].[CH2:13](Br)[C:14]1[CH:19]=[CH:18][CH:17]=[CH:16][CH:15]=1. The catalyst is CC#N. The product is [CH2:13]([O:12][C:4]1[CH:3]=[C:2]([I:1])[CH:11]=[CH:10][C:5]=1[C:6]([O:8][CH3:9])=[O:7])[C:14]1[CH:19]=[CH:18][CH:17]=[CH:16][CH:15]=1. The yield is 0.780. (2) The reactants are CCCCCC.C([Li])CCC.[C:12]1([C:43]2[CH:48]=[CH:47][CH:46]=[CH:45][CH:44]=2)[CH:17]=[CH:16][C:15]([C:18]2[N:23]=[C:22]([C:24]3[CH:29]=[CH:28][C:27]([C:30]4[CH:35]=[CH:34][CH:33]=[CH:32][CH:31]=4)=[CH:26][CH:25]=3)[N:21]=[C:20]([C:36]3[CH:41]=[CH:40][C:39](Br)=[CH:38][CH:37]=3)[N:19]=2)=[CH:14][CH:13]=1.Br[C:50]1[N:55]=[C:54]([C:56]2[CH:61]=[CH:60][CH:59]=[CH:58][N:57]=2)[CH:53]=[CH:52][CH:51]=1. The catalyst is C1C=CC([P]([Pd]([P](C2C=CC=CC=2)(C2C=CC=CC=2)C2C=CC=CC=2)([P](C2C=CC=CC=2)(C2C=CC=CC=2)C2C=CC=CC=2)[P](C2C=CC=CC=2)(C2C=CC=CC=2)C2C=CC=CC=2)(C2C=CC=CC=2)C2C=CC=CC=2)=CC=1.O1CCCC1. The product is [C:12]1([C:43]2[CH:48]=[CH:47][CH:46]=[CH:45][CH:44]=2)[CH:17]=[CH:16][C:15]([C:18]2[N:23]=[C:22]([C:24]3[CH:29]=[CH:28][C:27]([C:30]4[CH:35]=[CH:34][CH:33]=[CH:32][CH:31]=4)=[CH:26][CH:25]=3)[N:21]=[C:20]([C:36]3[CH:41]=[CH:40][C:39]([C:58]4[N:57]=[C:56]([C:54]5[CH:53]=[CH:52][CH:51]=[CH:50][N:55]=5)[CH:61]=[CH:60][CH:59]=4)=[CH:38][CH:37]=3)[N:19]=2)=[CH:14][CH:13]=1. The yield is 0.670. (3) The yield is 0.510. The reactants are [Na+].[Br:2][C:3]1[CH:4]=[C:5]([CH:30]=[CH:31][CH:32]=1)[CH2:6][N:7]1[C:11]2[CH:12]=[CH:13][CH:14]=[CH:15][C:10]=2[N:9]([CH2:16][CH2:17][CH2:18][O:19][C:20]2[CH:21]=[C:22]([CH:26]=[CH:27][CH:28]=2)[C:23]([O-:25])=[O:24])[C:8]1=[NH:29].C([O-])([O-])=O.[Na+].[Na+].[C:39](O[C:39]([O:41][C:42]([CH3:45])([CH3:44])[CH3:43])=[O:40])([O:41][C:42]([CH3:45])([CH3:44])[CH3:43])=[O:40]. The catalyst is O1CCOCC1.O. The product is [Br:2][C:3]1[CH:4]=[C:5]([CH:30]=[CH:31][CH:32]=1)[CH2:6][N:7]1[C:11]2[CH:12]=[CH:13][CH:14]=[CH:15][C:10]=2[N:9]([CH2:16][CH2:17][CH2:18][O:19][C:20]2[CH:21]=[C:22]([CH:26]=[CH:27][CH:28]=2)[C:23]([OH:25])=[O:24])[C:8]1=[N:29][C:39]([O:41][C:42]([CH3:45])([CH3:44])[CH3:43])=[O:40]. (4) The reactants are C[O:2][C:3](=[O:25])[C:4]1[CH:9]=[CH:8][C:7]([O:10][CH2:11][C:12]2[C:13]([C:18]3[CH:23]=[CH:22][CH:21]=[C:20]([Cl:24])[CH:19]=3)=[N:14][O:15][C:16]=2[CH3:17])=[N:6][CH:5]=1.COC(=O)C1C=CC(OCC2C(C3C=CC=C(F)C=3)=NOC=2C)=NC=1. No catalyst specified. The product is [Cl:24][C:20]1[CH:19]=[C:18]([C:13]2[C:12]([CH2:11][O:10][C:7]3[CH:8]=[CH:9][C:4]([C:3]([OH:25])=[O:2])=[CH:5][N:6]=3)=[C:16]([CH3:17])[O:15][N:14]=2)[CH:23]=[CH:22][CH:21]=1. The yield is 0.840. (5) The reactants are [F:1][C:2]1[CH:3]=[C:4]([C:20]2[CH:25]=[CH:24][C:23]([C:26]([C@@H:28]3[CH2:32][CH2:31][CH2:30][C@H:29]3[C:33]([O:35]CCCC)=[O:34])=[O:27])=[CH:22][CH:21]=2)[CH:5]=[CH:6][C:7]=1[NH:8][C:9]1[S:10][C:11]2[CH:17]=[C:16]([O:18][CH3:19])[CH:15]=[CH:14][C:12]=2[N:13]=1.[OH-].[Na+]. The product is [F:1][C:2]1[CH:3]=[C:4]([C:20]2[CH:25]=[CH:24][C:23]([C:26]([C@@H:28]3[CH2:32][CH2:31][CH2:30][C@H:29]3[C:33]([OH:35])=[O:34])=[O:27])=[CH:22][CH:21]=2)[CH:5]=[CH:6][C:7]=1[NH:8][C:9]1[S:10][C:11]2[CH:17]=[C:16]([O:18][CH3:19])[CH:15]=[CH:14][C:12]=2[N:13]=1. The yield is 0.300. The catalyst is CO.